This data is from Reaction yield outcomes from USPTO patents with 853,638 reactions. The task is: Predict the reaction yield, written as a fraction of the theoretical maximum amount of product (1.0 means a 100% yield; for example, 0.34 means a 34% yield). The reactants are [OH:1][CH2:2][C:3]1[CH:16]=[CH:15][C:14]2[O:13][C:12]3[C:7]4=[C:8]([C:17](=[O:20])[NH:18][N:19]=[C:6]4[C:5]=2[CH:4]=1)[CH:9]=[CH:10][CH:11]=3.[CH3:21][N:22]([CH3:27])[CH2:23][C:24](O)=[O:25].C(Cl)CCl. The catalyst is CN(C=O)C.CN(C1C=CN=CC=1)C. The product is [O:20]=[C:17]1[C:8]2[CH:9]=[CH:10][CH:11]=[C:12]3[O:13][C:14]4[CH:15]=[CH:16][C:3]([CH2:2][O:1][C:24](=[O:25])[CH2:23][N:22]([CH3:27])[CH3:21])=[CH:4][C:5]=4[C:6]([C:7]=23)=[N:19][NH:18]1. The yield is 0.300.